Dataset: Choline transporter screen with 302,306 compounds. Task: Binary Classification. Given a drug SMILES string, predict its activity (active/inactive) in a high-throughput screening assay against a specified biological target. (1) The compound is O(c1cc2c(c([nH]c2cc1)C)C(=O)CNc1nc(ncc1COCC)C)C. The result is 0 (inactive). (2) The drug is Fc1c(N2CCCCC2)cc(N2CCN(CC2)C(=O)c2ccc(F)cc2)c([N+]([O-])=O)c1. The result is 0 (inactive). (3) The compound is o1nc(n2nnc(c2CNc2ccccc2)C(=O)N\N=C\c2ccc(cc2)C)c(n1)N. The result is 0 (inactive). (4) The molecule is Clc1c(n2nnnc2N(C)C)ccc(Cl)c1. The result is 0 (inactive). (5) The compound is s1c(NC(=O)CN2CCOCC2)nc2c1cc(F)cc2. The result is 0 (inactive).